Dataset: Peptide-MHC class I binding affinity with 185,985 pairs from IEDB/IMGT. Task: Regression. Given a peptide amino acid sequence and an MHC pseudo amino acid sequence, predict their binding affinity value. This is MHC class I binding data. (1) The peptide sequence is FPNITNLCPF. The MHC is HLA-B35:01 with pseudo-sequence HLA-B35:01. The binding affinity (normalized) is 0.953. (2) The peptide sequence is VFRKRNLTI. The MHC is HLA-B08:01 with pseudo-sequence HLA-B08:01. The binding affinity (normalized) is 0.577.